From a dataset of Full USPTO retrosynthesis dataset with 1.9M reactions from patents (1976-2016). Predict the reactants needed to synthesize the given product. (1) Given the product [CH:1]1([C:4]2[CH:12]=[CH:11][C:7]([C:8]([OH:10])=[O:9])=[CH:6][C:5]=2[C:13](=[O:16])[CH2:14][CH3:15])[CH2:2][CH2:3]1, predict the reactants needed to synthesize it. The reactants are: [CH:1]1([C:4]2[CH:12]=[CH:11][C:7]([C:8]([OH:10])=[O:9])=[CH:6][C:5]=2[CH:13]([OH:16])[CH2:14][CH3:15])[CH2:3][CH2:2]1.CC(OI1(OC(C)=O)(OC(C)=O)OC(=O)C2C=CC=CC1=2)=O. (2) The reactants are: P(Cl)(Cl)(Cl)=O.[CH2:6]([OH:9])[C:7]#[CH:8].[O:10]1[CH:15]=[CH:14][CH2:13][CH2:12][CH2:11]1. Given the product [CH2:6]([O:9][CH:11]1[CH2:12][CH2:13][CH2:14][CH2:15][O:10]1)[C:7]#[CH:8], predict the reactants needed to synthesize it. (3) The reactants are: P(=O)(O)(O)O.[CH:6]1[C:11](Cl)=[CH:10][C:9]2[C:13]([C:15]3[C:20]([NH:21][C:8]=2[CH:7]=1)=[CH:19][C:18]1[C:22]([C:24]2[CH:30]=[C:29](Cl)[CH:28]=[CH:27][C:25]=2[NH:26][C:17]=1[CH:16]=3)=[O:23])=[O:14]. Given the product [CH:29]1[CH:30]=[C:24]2[C:22]([C:18]3[C:17]([NH:26][C:25]2=[CH:27][CH:28]=1)=[CH:16][C:15]1[C:13]([C:9]2[C:8]([NH:21][C:20]=1[CH:19]=3)=[CH:7][CH:6]=[CH:11][CH:10]=2)=[O:14])=[O:23], predict the reactants needed to synthesize it. (4) Given the product [OH:39][C@@H:37]([CH3:38])[C:35]([NH:1][C@H:2]1[CH2:7][CH2:6][C@H:5]([NH:8][C:9]([C:11]2[C:15]3[N:16]=[CH:17][N:18]=[C:19]([C:20]4[CH:25]=[C:24]([F:26])[C:23]([O:27][CH3:28])=[CH:22][C:21]=4[O:29][CH2:30][CH:31]4[CH2:33][CH2:32]4)[C:14]=3[NH:13][CH:12]=2)=[O:10])[CH2:4][CH2:3]1)=[O:36], predict the reactants needed to synthesize it. The reactants are: [NH2:1][C@H:2]1[CH2:7][CH2:6][C@H:5]([NH:8][C:9]([C:11]2[C:15]3[N:16]=[CH:17][N:18]=[C:19]([C:20]4[CH:25]=[C:24]([F:26])[C:23]([O:27][CH3:28])=[CH:22][C:21]=4[O:29][CH2:30][CH:31]4[CH2:33][CH2:32]4)[C:14]=3[NH:13][CH:12]=2)=[O:10])[CH2:4][CH2:3]1.Cl[C:35]([C@@H:37]([O:39]C(=O)C)[CH3:38])=[O:36]. (5) Given the product [C:23]([C:27]1[CH:28]=[C:29]2[C:34](=[C:35]([F:37])[CH:36]=1)[C:33](=[O:38])[N:32]([C:39]1[CH:49]=[CH:48][CH:47]=[C:46]([C:2]3[CH:7]=[CH:6][N:5]=[C:4]([NH:8][C:9]4[CH:10]=[CH:11][C:12]([C:15]([N:17]5[CH2:22][CH2:21][O:20][CH2:19][CH2:18]5)=[O:16])=[CH:13][N:14]=4)[CH:3]=3)[C:40]=1[CH2:41][O:42][C:43](=[O:45])[CH3:44])[N:31]=[CH:30]2)([CH3:24])([CH3:25])[CH3:26], predict the reactants needed to synthesize it. The reactants are: Br[C:2]1[CH:7]=[CH:6][N:5]=[C:4]([NH:8][C:9]2[N:14]=[CH:13][C:12]([C:15]([N:17]3[CH2:22][CH2:21][O:20][CH2:19][CH2:18]3)=[O:16])=[CH:11][CH:10]=2)[CH:3]=1.[C:23]([C:27]1[CH:28]=[C:29]2[C:34](=[C:35]([F:37])[CH:36]=1)[C:33](=[O:38])[N:32]([C:39]1[CH:49]=[CH:48][CH:47]=[C:46](B3OC(C)(C)C(C)(C)O3)[C:40]=1[CH2:41][O:42][C:43](=[O:45])[CH3:44])[N:31]=[CH:30]2)([CH3:26])([CH3:25])[CH3:24].C([O-])([O-])=O.[K+].[K+].CC(C1C=C(C(C)C)C(C2C=CC=CC=2P(C2CCCCC2)C2CCCCC2)=C(C(C)C)C=1)C.